Task: Predict which catalyst facilitates the given reaction.. Dataset: Catalyst prediction with 721,799 reactions and 888 catalyst types from USPTO (1) Reactant: [CH:1]12[CH2:7][CH:4]([CH2:5][CH2:6]1)[CH:3]1[C:8](O[C:11](=[O:12])[CH:2]21)=[O:9].[NH3:13]. Product: [CH:1]12[CH2:7][CH:4]([CH2:5][CH2:6]1)[CH:3]1[C:8](=[O:9])[NH:13][C:11](=[O:12])[CH:2]21. The catalyst class is: 1. (2) Product: [CH3:16][N:15]([CH3:17])[CH2:14][CH2:13][N:6]1[CH:5]=[CH:4][C:3]2[C:8](=[CH:9][CH:10]=[CH:11][C:2]=2[NH:1][C:51](=[O:52])[CH2:50][CH2:49][C:46]2[CH:47]=[CH:48][C:43]([CH3:42])=[CH:44][CH:45]=2)[C:7]1=[O:12]. Reactant: [NH2:1][C:2]1[CH:11]=[CH:10][CH:9]=[C:8]2[C:3]=1[CH:4]=[CH:5][N:6]([CH2:13][CH2:14][N:15]([CH3:17])[CH3:16])[C:7]2=[O:12].CN(C(ON1N=NC2C=CC=NC1=2)=[N+](C)C)C.F[P-](F)(F)(F)(F)F.[CH3:42][C:43]1[CH:48]=[CH:47][C:46]([CH2:49][CH2:50][C:51](O)=[O:52])=[CH:45][CH:44]=1.CCN(C(C)C)C(C)C. The catalyst class is: 2. (3) Reactant: [CH3:1][N:2]([C:22]1[CH:27]=[CH:26][CH:25]=[CH:24][CH:23]=1)[C:3](=[O:21])[CH2:4][N:5]1[C:9]2[CH:10]=[C:11]([C:14]3[CH:19]=[CH:18][CH:17]=[CH:16][CH:15]=3)[CH:12]=[CH:13][C:8]=2[NH:7][C:6]1=[O:20].[CH2:28](O)[CH2:29][CH2:30][CH3:31].C1(P(C2C=CC=CC=2)C2C=CC=CC=2)C=CC=CC=1.N(C(OCC)=O)=NC(OCC)=O. Product: [CH2:28]([N:7]1[C:8]2[CH:13]=[CH:12][C:11]([C:14]3[CH:19]=[CH:18][CH:17]=[CH:16][CH:15]=3)=[CH:10][C:9]=2[N:5]([CH2:4][C:3]([N:2]([CH3:1])[C:22]2[CH:27]=[CH:26][CH:25]=[CH:24][CH:23]=2)=[O:21])[C:6]1=[O:20])[CH2:29][CH2:30][CH3:31]. The catalyst class is: 7. (4) Reactant: [F:1][C:2]1[CH:7]=[CH:6][C:5]([CH2:8][NH:9][CH:10]2[CH2:15][CH2:14][N:13]([C:16]([O:18][C:19]([CH3:22])([CH3:21])[CH3:20])=[O:17])[CH2:12][CH2:11]2)=[C:4]([C:23]([F:26])([F:25])[F:24])[CH:3]=1.[CH3:27][C:28]([CH:30]=[CH2:31])=[O:29]. Product: [F:1][C:2]1[CH:7]=[CH:6][C:5]([CH2:8][N:9]([CH2:27][C:28](=[O:29])[CH2:30][CH3:31])[CH:10]2[CH2:11][CH2:12][N:13]([C:16]([O:18][C:19]([CH3:22])([CH3:21])[CH3:20])=[O:17])[CH2:14][CH2:15]2)=[C:4]([C:23]([F:26])([F:24])[F:25])[CH:3]=1. The catalyst class is: 22. (5) Reactant: O=C1C2C(=CC=CC=2)C(=O)[N:3]1[O:12][CH2:13][C:14]1[CH:19]=[CH:18][C:17]([CH2:20][CH2:21][C:22]2[N:23]=[C:24]([NH:37][C:38](=[O:40])[CH3:39])[S:25][C:26]=2[C:27]2[CH:32]=[CH:31][C:30]([S:33]([CH3:36])(=[O:35])=[O:34])=[CH:29][CH:28]=2)=[CH:16][CH:15]=1.CNN. Product: [NH2:3][O:12][CH2:13][C:14]1[CH:15]=[CH:16][C:17]([CH2:20][CH2:21][C:22]2[N:23]=[C:24]([NH:37][C:38](=[O:40])[CH3:39])[S:25][C:26]=2[C:27]2[CH:32]=[CH:31][C:30]([S:33]([CH3:36])(=[O:35])=[O:34])=[CH:29][CH:28]=2)=[CH:18][CH:19]=1. The catalyst class is: 9. (6) Reactant: Cl[CH2:2][CH2:3][CH2:4][C:5]1([C:10]2[CH:15]=[CH:14][CH:13]=[CH:12][CH:11]=2)[O:9][CH2:8][CH2:7][O:6]1.[C:16]1(=[O:26])[NH:20][C:19](=[O:21])[C:18]2=[CH:22][CH:23]=[CH:24][CH:25]=[C:17]12.[K].CN(C=O)C. Product: [C:10]1([C:5]2([CH2:4][CH2:3][CH2:2][N:20]3[C:16](=[O:26])[C:17]4[C:18](=[CH:22][CH:23]=[CH:24][CH:25]=4)[C:19]3=[O:21])[O:9][CH2:8][CH2:7][O:6]2)[CH:15]=[CH:14][CH:13]=[CH:12][CH:11]=1. The catalyst class is: 6.